Dataset: NCI-60 drug combinations with 297,098 pairs across 59 cell lines. Task: Regression. Given two drug SMILES strings and cell line genomic features, predict the synergy score measuring deviation from expected non-interaction effect. (1) Drug 1: C1C(C(OC1N2C=C(C(=O)NC2=O)F)CO)O. Drug 2: C1CN(CCN1C(=O)CCBr)C(=O)CCBr. Cell line: NCI-H322M. Synergy scores: CSS=0.613, Synergy_ZIP=0.901, Synergy_Bliss=4.93, Synergy_Loewe=-0.201, Synergy_HSA=2.56. (2) Drug 1: C#CCC(CC1=CN=C2C(=N1)C(=NC(=N2)N)N)C3=CC=C(C=C3)C(=O)NC(CCC(=O)O)C(=O)O. Drug 2: C1CCC(C(C1)N)N.C(=O)(C(=O)[O-])[O-].[Pt+4]. Cell line: SN12C. Synergy scores: CSS=25.0, Synergy_ZIP=-2.49, Synergy_Bliss=2.93, Synergy_Loewe=-4.03, Synergy_HSA=-4.03. (3) Drug 1: C1CCC(CC1)NC(=O)N(CCCl)N=O. Drug 2: CN1C2=C(C=C(C=C2)N(CCCl)CCCl)N=C1CCCC(=O)O.Cl. Cell line: NCIH23. Synergy scores: CSS=7.04, Synergy_ZIP=-7.04, Synergy_Bliss=-0.0674, Synergy_Loewe=-4.34, Synergy_HSA=0.0400. (4) Drug 1: CCC1=CC2CC(C3=C(CN(C2)C1)C4=CC=CC=C4N3)(C5=C(C=C6C(=C5)C78CCN9C7C(C=CC9)(C(C(C8N6C)(C(=O)OC)O)OC(=O)C)CC)OC)C(=O)OC. Drug 2: CN1C=C(C=N1)C2=C3N=C(C(=C(N3N=C2)N)Br)C4CCCNC4. Cell line: T-47D. Synergy scores: CSS=34.2, Synergy_ZIP=6.49, Synergy_Bliss=3.20, Synergy_Loewe=-19.8, Synergy_HSA=-1.61. (5) Drug 2: C1CC(=O)NC(=O)C1N2C(=O)C3=CC=CC=C3C2=O. Synergy scores: CSS=0.0960, Synergy_ZIP=-0.00234, Synergy_Bliss=-1.69, Synergy_Loewe=-1.02, Synergy_HSA=-3.77. Drug 1: CN1C2=C(C=C(C=C2)N(CCCl)CCCl)N=C1CCCC(=O)O.Cl. Cell line: MDA-MB-435. (6) Drug 1: C1=C(C(=O)NC(=O)N1)F. Drug 2: CS(=O)(=O)CCNCC1=CC=C(O1)C2=CC3=C(C=C2)N=CN=C3NC4=CC(=C(C=C4)OCC5=CC(=CC=C5)F)Cl. Cell line: BT-549. Synergy scores: CSS=30.1, Synergy_ZIP=-1.40, Synergy_Bliss=-3.84, Synergy_Loewe=-5.56, Synergy_HSA=-5.05. (7) Drug 1: CC1=CC2C(CCC3(C2CCC3(C(=O)C)OC(=O)C)C)C4(C1=CC(=O)CC4)C. Drug 2: CCC1(CC2CC(C3=C(CCN(C2)C1)C4=CC=CC=C4N3)(C5=C(C=C6C(=C5)C78CCN9C7C(C=CC9)(C(C(C8N6C=O)(C(=O)OC)O)OC(=O)C)CC)OC)C(=O)OC)O.OS(=O)(=O)O. Cell line: OVCAR3. Synergy scores: CSS=11.6, Synergy_ZIP=-1.90, Synergy_Bliss=-0.375, Synergy_Loewe=-21.2, Synergy_HSA=-3.64. (8) Drug 1: C1CCC(C1)C(CC#N)N2C=C(C=N2)C3=C4C=CNC4=NC=N3. Drug 2: CC12CCC3C(C1CCC2=O)CC(=C)C4=CC(=O)C=CC34C. Cell line: SNB-75. Synergy scores: CSS=14.0, Synergy_ZIP=-7.45, Synergy_Bliss=-1.04, Synergy_Loewe=-14.5, Synergy_HSA=-4.05. (9) Drug 1: COC1=CC(=CC(=C1O)OC)C2C3C(COC3=O)C(C4=CC5=C(C=C24)OCO5)OC6C(C(C7C(O6)COC(O7)C8=CC=CS8)O)O. Drug 2: C1CN1P(=S)(N2CC2)N3CC3. Cell line: EKVX. Synergy scores: CSS=14.3, Synergy_ZIP=-9.31, Synergy_Bliss=-1.99, Synergy_Loewe=-15.6, Synergy_HSA=-1.09. (10) Drug 2: CC1C(C(CC(O1)OC2CC(CC3=C2C(=C4C(=C3O)C(=O)C5=C(C4=O)C(=CC=C5)OC)O)(C(=O)CO)O)N)O.Cl. Synergy scores: CSS=40.9, Synergy_ZIP=1.17, Synergy_Bliss=-0.492, Synergy_Loewe=-24.5, Synergy_HSA=-1.06. Cell line: 786-0. Drug 1: CN(C)C1=NC(=NC(=N1)N(C)C)N(C)C.